The task is: Predict which catalyst facilitates the given reaction.. This data is from Catalyst prediction with 721,799 reactions and 888 catalyst types from USPTO. Reactant: [CH2:1]([N:5]1[CH:9]=[C:8]([CH:10]([O:13][CH3:14])[O:11][CH3:12])[N:7]=[C:6]1[C:15]1[CH:20]=[CH:19][CH:18]=[CH:17][CH:16]=1)[CH2:2][CH2:3][CH3:4].[Li]CCCC.CN([CH:29]=[O:30])C.[Cl-].[NH4+]. Product: [CH2:1]([N:5]1[C:9]([CH:29]=[O:30])=[C:8]([CH:10]([O:13][CH3:14])[O:11][CH3:12])[N:7]=[C:6]1[C:15]1[CH:16]=[CH:17][CH:18]=[CH:19][CH:20]=1)[CH2:2][CH2:3][CH3:4]. The catalyst class is: 56.